Predict the product of the given reaction. From a dataset of Forward reaction prediction with 1.9M reactions from USPTO patents (1976-2016). (1) Given the reactants ClCC1C=CC(C#N)=CC=1.Br[CH2:12][CH2:13][C:14]1[C:22]2[C:17](=[CH:18][CH:19]=[CH:20][CH:21]=2)[NH:16][CH:15]=1.[CH2:23]([NH:30][C:31]([C:33]1[S:37][C:36]([N:38]2[CH2:42][CH2:41][NH:40][C:39]2=[O:43])=[N:35][C:34]=1[CH3:44])=[O:32])[C:24]1[CH:29]=[CH:28][CH:27]=[CH:26][CH:25]=1, predict the reaction product. The product is: [NH:16]1[C:17]2[C:22](=[CH:21][CH:20]=[CH:19][CH:18]=2)[C:14]([CH2:13][CH2:12][N:40]2[CH2:41][CH2:42][N:38]([C:36]3[S:37][C:33]([C:31]([NH:30][CH2:23][C:24]4[CH:29]=[CH:28][CH:27]=[CH:26][CH:25]=4)=[O:32])=[C:34]([CH3:44])[N:35]=3)[C:39]2=[O:43])=[CH:15]1. (2) Given the reactants [OH:1][C:2]1[C:3]([CH3:17])=[C:4]2[C:9](=[C:10]([CH3:13])[C:11]=1[CH3:12])[O:8][C:7](=[O:14])[CH2:6][C:5]2([CH3:16])[CH3:15].C1C(=O)N(Br)C(=[O:21])C1, predict the reaction product. The product is: [CH3:15][C:5]([C:4]1[C:9](=[O:8])[C:10]([CH3:13])=[C:11]([CH3:12])[C:2](=[O:1])[C:3]=1[CH3:17])([CH3:16])[CH2:6][C:7]([OH:21])=[O:14]. (3) Given the reactants [F:1][C:2]1[CH:8]=[C:7](I)[CH:6]=[CH:5][C:3]=1[NH2:4].[NH:10]1[CH:14]=[CH:13][CH:12]=[N:11]1.C(=O)([O-])[O-].[Cs+].[Cs+], predict the reaction product. The product is: [F:1][C:2]1[CH:8]=[C:7]([N:10]2[CH:14]=[CH:13][CH:12]=[N:11]2)[CH:6]=[CH:5][C:3]=1[NH2:4]. (4) Given the reactants C([O:3][C:4]([C@@H:6]([O:13][Si:14]([C:17]([CH3:20])([CH3:19])[CH3:18])([CH3:16])[CH3:15])[C@@H:7]([CH3:12])/[CH:8]=[C:9](\[I:11])/[CH3:10])=[CH2:5])C.C([O-])(O)=O.[Na+], predict the reaction product. The product is: [Si:14]([O:13][C@@H:6]([C@@H:7]([CH3:12])/[CH:8]=[C:9](\[I:11])/[CH3:10])[C:4](=[O:3])[CH3:5])([C:17]([CH3:20])([CH3:19])[CH3:18])([CH3:16])[CH3:15]. (5) The product is: [Cl:1][C:2]1[CH:7]=[CH:6][C:5]([NH:8][C:9]([NH:12][C:13]2[O:14][CH:15]=[C:16]([CH3:18])[N:17]=2)=[S:10])=[C:4]([CH3:11])[CH:3]=1. Given the reactants [Cl:1][C:2]1[CH:7]=[CH:6][C:5]([N:8]=[C:9]=[S:10])=[C:4]([CH3:11])[CH:3]=1.[NH2:12][C:13]1[O:14][CH:15]=[C:16]([CH3:18])[N:17]=1.C(Cl)Cl.CO, predict the reaction product.